Task: Predict the reaction yield, written as a fraction of the theoretical maximum amount of product (1.0 means a 100% yield; for example, 0.34 means a 34% yield).. Dataset: Reaction yield outcomes from USPTO patents with 853,638 reactions The reactants are Br[C:2]1[CH:3]=[C:4]2[C:8](=[CH:9][CH:10]=1)[C:7](=[O:11])[CH2:6][CH2:5]2.C(OCC)(=O)C.[CH3:18][N:19](C)C=O. No catalyst specified. The product is [O:11]=[C:7]1[C:8]2[C:4](=[CH:3][C:2]([C:18]#[N:19])=[CH:10][CH:9]=2)[CH2:5][CH2:6]1. The yield is 0.500.